Dataset: Catalyst prediction with 721,799 reactions and 888 catalyst types from USPTO. Task: Predict which catalyst facilitates the given reaction. (1) Reactant: [Cl:1][C:2]1[CH:34]=[CH:33][C:5]([O:6][C:7]2[CH:12]=[CH:11][C:10]([N:13]3[CH:17]([C:18]4[CH:23]=[CH:22][CH:21]=[C:20]([O:24][CH2:25][C:26]5[CH:31]=[CH:30][CH:29]=[CH:28][CH:27]=5)[CH:19]=4)[CH2:16][NH:15][C:14]3=[O:32])=[CH:9][CH:8]=2)=[CH:4][CH:3]=1.[H-].[Na+].[CH:37]([S:39]([CH3:42])(=[O:41])=[O:40])=[CH2:38].[Cl-].[NH4+]. Product: [Cl:1][C:2]1[CH:3]=[CH:4][C:5]([O:6][C:7]2[CH:8]=[CH:9][C:10]([N:13]3[CH:17]([C:18]4[CH:23]=[CH:22][CH:21]=[C:20]([O:24][CH2:25][C:26]5[CH:31]=[CH:30][CH:29]=[CH:28][CH:27]=5)[CH:19]=4)[CH2:16][N:15]([CH2:38][CH2:37][S:39]([CH3:42])(=[O:41])=[O:40])[C:14]3=[O:32])=[CH:11][CH:12]=2)=[CH:33][CH:34]=1. The catalyst class is: 3. (2) Product: [Cl:34][C:29]1[CH:30]=[CH:31][CH:32]=[CH:33][C:28]=1[C:25]([C:9]1[N:8]([C:5]2[CH:6]=[CH:7][C:2]([C:43]3[CH:42]=[CH:41][CH:40]=[C:39]([S:36]([CH3:35])(=[O:38])=[O:37])[CH:44]=3)=[CH:3][CH:4]=2)[CH:12]=[C:11]([CH:13]2[CH2:17][CH2:16][CH2:15][N:14]2[C:18]([O:20][C:21]([CH3:24])([CH3:23])[CH3:22])=[O:19])[N:10]=1)([CH3:26])[CH3:27]. Reactant: Br[C:2]1[CH:7]=[CH:6][C:5]([N:8]2[CH:12]=[C:11]([CH:13]3[CH2:17][CH2:16][CH2:15][N:14]3[C:18]([O:20][C:21]([CH3:24])([CH3:23])[CH3:22])=[O:19])[N:10]=[C:9]2[C:25]([C:28]2[CH:33]=[CH:32][CH:31]=[CH:30][C:29]=2[Cl:34])([CH3:27])[CH3:26])=[CH:4][CH:3]=1.[CH3:35][S:36]([C:39]1[CH:40]=[C:41](B(O)O)[CH:42]=[CH:43][CH:44]=1)(=[O:38])=[O:37].C(=O)([O-])[O-].[Na+].[Na+]. The catalyst class is: 1.